This data is from Peptide-MHC class II binding affinity with 134,281 pairs from IEDB. The task is: Regression. Given a peptide amino acid sequence and an MHC pseudo amino acid sequence, predict their binding affinity value. This is MHC class II binding data. (1) The peptide sequence is GAGAAPLSWSKEIYN. The MHC is DRB1_1101 with pseudo-sequence DRB1_1101. The binding affinity (normalized) is 0.0581. (2) The peptide sequence is LRYYRITYGETGGNS. The MHC is DRB1_0701 with pseudo-sequence DRB1_0701. The binding affinity (normalized) is 0.593. (3) The peptide sequence is SWIQSIPFVHLGHRD. The MHC is DRB1_0101 with pseudo-sequence DRB1_0101. The binding affinity (normalized) is 0.458. (4) The peptide sequence is VSSHNHIPGYKVQTN. The MHC is DRB1_0801 with pseudo-sequence DRB1_0801. The binding affinity (normalized) is 0. (5) The peptide sequence is AVGLRVVCAKYA. The MHC is DRB1_0404 with pseudo-sequence DRB1_0404. The binding affinity (normalized) is 0.232. (6) The peptide sequence is CFKYLLIQGHYDQKL. The MHC is DRB1_1501 with pseudo-sequence DRB1_1501. The binding affinity (normalized) is 0.804. (7) The binding affinity (normalized) is 0.321. The peptide sequence is VIPEGWKADTAYESK. The MHC is DRB1_0401 with pseudo-sequence DRB1_0401.